This data is from Full USPTO retrosynthesis dataset with 1.9M reactions from patents (1976-2016). The task is: Predict the reactants needed to synthesize the given product. (1) Given the product [F:2][C:3]1[CH:8]=[CH:7][C:6]([CH:9]([C:17]2[CH:18]=[CH:19][C:20]([F:23])=[CH:21][CH:22]=2)[CH:10]2[C:15](=[O:16])[CH2:14][CH2:13][N:12]([CH2:43][C:42]3[CH:45]=[CH:46][CH:47]=[C:40]([O:33][C:34]4[CH:39]=[CH:38][CH:37]=[CH:36][CH:35]=4)[CH:41]=3)[CH2:11]2)=[CH:5][CH:4]=1, predict the reactants needed to synthesize it. The reactants are: Cl.[F:2][C:3]1[CH:8]=[CH:7][C:6]([CH:9]([C:17]2[CH:22]=[CH:21][C:20]([F:23])=[CH:19][CH:18]=2)[CH:10]2[C:15](=[O:16])[CH2:14][CH2:13][NH:12][CH2:11]2)=[CH:5][CH:4]=1.C(N(C(C)C)CC)(C)C.[O:33]([C:40]1[CH:41]=[C:42]([CH:45]=[CH:46][CH:47]=1)[CH2:43]O)[C:34]1[CH:39]=[CH:38][CH:37]=[CH:36][CH:35]=1. (2) Given the product [F:22][CH:23]([F:63])[C:24]1[CH:29]=[CH:28][N:27]=[C:26]([NH:30][C:31]2[N:36]=[C:35]([C:37]3[CH:38]=[N:39][C:40]([C@@:43]([C@H:46]4[CH2:47][CH2:48][C@H:2]([C:3]([O:5][C@H:10]5[CH2:9][CH2:72][C@H:71]([N:68]([CH3:66])[CH3:69])[CH2:17][CH2:16]5)=[O:4])[CH2:50][CH2:51]4)([OH:45])[CH3:44])=[CH:41][CH:42]=3)[CH:34]=[C:33]([CH3:62])[CH:32]=2)[CH:25]=1, predict the reactants needed to synthesize it. The reactants are: F[C:2](F)(F)[C:3]([OH:5])=[O:4].F[C:9](F)(F)[C:10](O)=O.F[C:16](F)(F)[C:17](O)=O.[F:22][CH:23]([F:63])[C:24]1[CH:29]=[CH:28][N:27]=[C:26]([NH:30][C:31]2[N:36]=[C:35]([C:37]3[CH:38]=[N:39][C:40]([C@@:43]([C@H:46]4[CH2:51][CH2:50][C@H](C(O[C@H]5CC[C@H](N)CC5)=O)[CH2:48][CH2:47]4)([OH:45])[CH3:44])=[CH:41][CH:42]=3)[CH:34]=[C:33]([CH3:62])[CH:32]=2)[CH:25]=1.C=O.[CH2:66]([N:68]([CH2:71][CH3:72])[CH2:69]C)C.C([BH3-])#N.[Na+]. (3) Given the product [Br:1][C:2]1[C:3]([Cl:11])=[N:4][CH:5]=[C:6]([CH:10]=1)[C:7]([NH:16][C:15]1[CH:17]=[CH:18][C:19]([S:20][C:21]([F:24])([F:22])[F:23])=[C:13]([F:12])[CH:14]=1)=[O:9], predict the reactants needed to synthesize it. The reactants are: [Br:1][C:2]1[C:3]([Cl:11])=[N:4][CH:5]=[C:6]([CH:10]=1)[C:7]([OH:9])=O.[F:12][C:13]1[CH:14]=[C:15]([CH:17]=[CH:18][C:19]=1[S:20][C:21]([F:24])([F:23])[F:22])[NH2:16]. (4) The reactants are: NC1C=CNN=1.O/[CH:8]=[C:9]1\[C:10](=[O:18])[NH:11][C:12]2[C:17]\1=[CH:16][CH:15]=[CH:14][CH:13]=2.[CH2:19]([O:21][C:22]1[CH:27]=[CH:26][C:25]([C:28]2[CH:29]=[C:30]([NH2:33])[NH:31][N:32]=2)=[CH:24][CH:23]=1)[CH3:20]. Given the product [CH2:19]([O:21][C:22]1[CH:27]=[CH:26][C:25]([C:28]2[CH:29]=[C:30]([NH:33][CH:8]=[C:9]3[C:17]4[C:12](=[CH:13][CH:14]=[CH:15][CH:16]=4)[NH:11][C:10]3=[O:18])[NH:31][N:32]=2)=[CH:24][CH:23]=1)[CH3:20], predict the reactants needed to synthesize it. (5) Given the product [OH:17][CH2:16][CH:13]1[CH2:5][CH2:3][N:6]([C:7](=[O:9])[CH3:8])[CH2:11][CH2:12]1, predict the reactants needed to synthesize it. The reactants are: OC[C:3]([NH:6][C:7](=[O:9])[CH3:8])([CH3:5])C.N1CC[CH:13]([CH2:16][OH:17])[CH2:12][CH2:11]1.CC#N.O.CC#N. (6) Given the product [Cl:35][C:22]1[CH:21]=[C:20]([NH:19][C:17]2[C:18]3=[C:10]([CH2:9][N:36]4[CH2:41][CH2:40][NH:39][CH2:38][CH2:37]4)[CH:11]=[CH:12][N:13]3[N:14]=[CH:15][N:16]=2)[CH:25]=[CH:24][C:23]=1[O:26][CH2:27][C:28]1[CH:33]=[CH:32][CH:31]=[C:30]([F:34])[CH:29]=1, predict the reactants needed to synthesize it. The reactants are: C1(S([CH2:9][C:10]2[CH:11]=[CH:12][N:13]3[C:18]=2[C:17]([NH:19][C:20]2[CH:25]=[CH:24][C:23]([O:26][CH2:27][C:28]4[CH:33]=[CH:32][CH:31]=[C:30]([F:34])[CH:29]=4)=[C:22]([Cl:35])[CH:21]=2)=[N:16][CH:15]=[N:14]3)=O)C=CC=CC=1.[NH:36]1[CH2:41][CH2:40][NH:39][CH2:38][CH2:37]1.NC1CCN(CC2C=CN3C=2C(NC2C=CC(OCC4C=CC=C(F)C=4)=C(Cl)C=2)=NC=N3)CC1.C(O)(C(F)(F)F)=O. (7) Given the product [ClH:1].[NH2:16][N:13]1[CH2:14][CH2:15][C@@H:10]([N:8]([CH3:9])[C:6](=[O:7])[C:5]2[CH:26]=[CH:27][C:2]([Cl:1])=[CH:3][CH:4]=2)[C@H:11]([C:18]2[CH:23]=[CH:22][C:21]([Cl:24])=[C:20]([Cl:25])[CH:19]=2)[CH2:12]1, predict the reactants needed to synthesize it. The reactants are: [Cl:1][C:2]1[CH:27]=[CH:26][C:5]([C:6]([N:8]([C@@H:10]2[CH2:15][CH2:14][N:13]([N:16]=O)[CH2:12][C@H:11]2[C:18]2[CH:23]=[CH:22][C:21]([Cl:24])=[C:20]([Cl:25])[CH:19]=2)[CH3:9])=[O:7])=[CH:4][CH:3]=1.O.Cl.C(OCC)(=O)C.